Predict the reaction yield, written as a fraction of the theoretical maximum amount of product (1.0 means a 100% yield; for example, 0.34 means a 34% yield). From a dataset of Reaction yield outcomes from USPTO patents with 853,638 reactions. (1) The reactants are S(Cl)([Cl:3])=O.[N+:5]([C:8]1[CH:9]=[C:10]([CH:17]=[CH:18][C:19]=1[OH:20])[CH2:11][C@@H:12]([C:14]([OH:16])=[O:15])[NH2:13])([O-:7])=[O:6].[CH2:21](O)[CH3:22]. No catalyst specified. The product is [ClH:3].[CH2:21]([NH:13][C@H:12]([C:14]([OH:16])=[O:15])[CH2:11][C:10]1[CH:17]=[CH:18][C:19]([OH:20])=[C:8]([N+:5]([O-:7])=[O:6])[CH:9]=1)[CH3:22]. The yield is 0.970. (2) The reactants are Br[C:2]1[CH:3]=[CH:4][C:5]([O:29][CH3:30])=[C:6]([CH:28]=1)[C:7]([N:9]1[CH2:14][CH2:13][CH:12]([N:15]2[CH2:27][CH2:26][CH2:25][C:17]3([C:21](=[O:22])[O:20][C:19]([CH3:24])([CH3:23])[CH2:18]3)[CH2:16]2)[CH2:11][CH2:10]1)=[O:8].[O:31]1[CH:35]=[CH:34][C:33](B(O)O)=[CH:32]1.C(=O)([O-])[O-].[Na+].[Na+].C(OCC)(=O)C. The catalyst is COCCOC.O.C1C=CC([P]([Pd]([P](C2C=CC=CC=2)(C2C=CC=CC=2)C2C=CC=CC=2)([P](C2C=CC=CC=2)(C2C=CC=CC=2)C2C=CC=CC=2)[P](C2C=CC=CC=2)(C2C=CC=CC=2)C2C=CC=CC=2)(C2C=CC=CC=2)C2C=CC=CC=2)=CC=1. The product is [O:31]1[CH:35]=[CH:34][C:33]([C:2]2[CH:3]=[CH:4][C:5]([O:29][CH3:30])=[C:6]([CH:28]=2)[C:7]([N:9]2[CH2:10][CH2:11][CH:12]([N:15]3[CH2:27][CH2:26][CH2:25][C:17]4([C:21](=[O:22])[O:20][C:19]([CH3:23])([CH3:24])[CH2:18]4)[CH2:16]3)[CH2:13][CH2:14]2)=[O:8])=[CH:32]1. The yield is 0.280.